This data is from Reaction yield outcomes from USPTO patents with 853,638 reactions. The task is: Predict the reaction yield, written as a fraction of the theoretical maximum amount of product (1.0 means a 100% yield; for example, 0.34 means a 34% yield). (1) The reactants are [C:1]1([NH2:8])[CH:6]=[CH:5][CH:4]=[CH:3][C:2]=1[NH2:7].C(Cl)CCl.[CH2:13]([N:20]1[CH2:25][CH2:24][CH:23]=[C:22]([CH2:26][CH2:27][C:28](O)=[O:29])[C:21]1=[O:31])[C:14]1[CH:19]=[CH:18][CH:17]=[CH:16][CH:15]=1. The catalyst is CN(C1C=CN=CC=1)C.C(Cl)Cl.C(OCC)(=O)C. The product is [NH2:7][C:2]1[CH:3]=[CH:4][CH:5]=[CH:6][C:1]=1[NH:8][C:28](=[O:29])[CH2:27][CH2:26][C:22]1[C:21](=[O:31])[N:20]([CH2:13][C:14]2[CH:15]=[CH:16][CH:17]=[CH:18][CH:19]=2)[CH2:25][CH2:24][CH:23]=1. The yield is 0.910. (2) The reactants are [NH2:1][C:2]([C:4]1[CH:5]=[N:6][C:7]2[C:12]([C:13]=1[NH:14][C:15]1[CH:16]=[C:17]([CH:23]=[CH:24][CH:25]=1)[C:18]([O:20]CC)=[O:19])=[CH:11][CH:10]=[C:9]([C:26]1[CH:27]=[N:28][C:29]3[C:34]([CH:35]=1)=[CH:33][CH:32]=[CH:31][CH:30]=3)[CH:8]=2)=[O:3].[OH-].[Na+]. The catalyst is C(O)C. The product is [NH2:1][C:2]([C:4]1[CH:5]=[N:6][C:7]2[C:12]([C:13]=1[NH:14][C:15]1[CH:16]=[C:17]([CH:23]=[CH:24][CH:25]=1)[C:18]([OH:20])=[O:19])=[CH:11][CH:10]=[C:9]([C:26]1[CH:27]=[N:28][C:29]3[C:34]([CH:35]=1)=[CH:33][CH:32]=[CH:31][CH:30]=3)[CH:8]=2)=[O:3]. The yield is 0.210.